From a dataset of Full USPTO retrosynthesis dataset with 1.9M reactions from patents (1976-2016). Predict the reactants needed to synthesize the given product. (1) The reactants are: [CH3:1][O:2][C:3]1[CH:11]=[C:10]2[C:6]([CH2:7][C:8](=[O:12])[NH:9]2)=[CH:5][CH:4]=1.[CH3:13][N:14]([CH3:39])[C:15]([CH2:17][CH2:18][C:19]1[C:20]([S:27]([C:30]2[CH:38]=[CH:37][CH:36]=[CH:35][C:31]=2[C:32]([OH:34])=[O:33])(=[O:29])=[O:28])=[C:21]([CH3:26])[NH:22][C:23]=1[CH:24]=O)=[O:16].N1CCCCC1. Given the product [CH3:39][N:14]([CH3:13])[C:15]([CH2:17][CH2:18][C:19]1[C:20]([S:27]([C:30]2[CH:38]=[CH:37][CH:36]=[CH:35][C:31]=2[C:32]([OH:34])=[O:33])(=[O:29])=[O:28])=[C:21]([CH3:26])[NH:22][C:23]=1/[CH:24]=[C:7]1\[C:8](=[O:12])[NH:9][C:10]2[C:6]\1=[CH:5][CH:4]=[C:3]([O:2][CH3:1])[CH:11]=2)=[O:16], predict the reactants needed to synthesize it. (2) Given the product [NH:3]([C:21]([O:23][C:24]([CH3:27])([CH3:26])[CH3:25])=[O:22])[C@H:4]([C:9]([NH:11][C@H:12]([C:17]([OH:19])=[O:18])[CH2:13][CH:14]([CH3:16])[CH3:15])=[O:10])[CH2:5][CH:6]([CH3:8])[CH3:7], predict the reactants needed to synthesize it. The reactants are: [OH-].[Na+].[NH:3]([C:21]([O:23][C:24]([CH3:27])([CH3:26])[CH3:25])=[O:22])[C@H:4]([C:9]([NH:11][C@H:12]([C:17]([O:19]C)=[O:18])[CH2:13][CH:14]([CH3:16])[CH3:15])=[O:10])[CH2:5][CH:6]([CH3:8])[CH3:7]. (3) Given the product [N:15]1([C:2]2[CH:11]=[CH:10][C:9]3[C:4](=[CH:5][CH:6]=[C:7]([N+:12]([O-:14])=[O:13])[CH:8]=3)[N:3]=2)[CH2:20][CH2:19][O:18][CH2:17][CH2:16]1, predict the reactants needed to synthesize it. The reactants are: Cl[C:2]1[CH:11]=[CH:10][C:9]2[C:4](=[CH:5][CH:6]=[C:7]([N+:12]([O-:14])=[O:13])[CH:8]=2)[N:3]=1.[NH:15]1[CH2:20][CH2:19][O:18][CH2:17][CH2:16]1.[OH-].[Na+]. (4) The reactants are: Br[CH2:2][C:3]1[CH:8]=[CH:7][C:6]([CH2:9][C:10]([OH:12])=[O:11])=[CH:5][CH:4]=1.C1N2CN3CN(C2)CN1C3.C(O)(=[O:25])C.O. Given the product [CH:2]([C:3]1[CH:8]=[CH:7][C:6]([CH2:9][C:10]([OH:12])=[O:11])=[CH:5][CH:4]=1)=[O:25], predict the reactants needed to synthesize it. (5) Given the product [Br:10][C:7]1[CH:8]=[CH:9][C:4]([C:3]([N:15]([O:16][CH3:17])[CH3:14])=[O:12])=[CH:5][C:6]=1[CH3:11], predict the reactants needed to synthesize it. The reactants are: CO[C:3](=[O:12])[C:4]1[CH:9]=[CH:8][C:7]([Br:10])=[C:6]([CH3:11])[CH:5]=1.Cl.[CH3:14][NH:15][O:16][CH3:17].C([Mg]Cl)(C)C. (6) Given the product [CH3:12][O:11][C:8]1[CH:7]=[C:3]2[C:2](=[CH:10][CH:9]=1)[N:1]=[C:14]([OH:15])[N:13]=[C:4]2[OH:6], predict the reactants needed to synthesize it. The reactants are: [NH2:1][C:2]1[CH:10]=[CH:9][C:8]([O:11][CH3:12])=[CH:7][C:3]=1[C:4]([OH:6])=O.[NH2:13][C:14](N)=[O:15].[OH-].[Na+].C(=O)=O. (7) Given the product [CH2:1]([O:3][C:4](=[O:32])[C:5]1[CH:10]=[CH:9][CH:8]=[C:7]([C:49]2[C:48]([C:42]3[CH:43]=[C:44]([Cl:47])[CH:45]=[CH:46][C:41]=3[O:40][CH2:33][C:34]3[CH:39]=[CH:38][CH:37]=[CH:36][CH:35]=3)=[CH:53][CH:52]=[CH:51][N:50]=2)[CH:6]=1)[CH3:2], predict the reactants needed to synthesize it. The reactants are: [CH2:1]([O:3][C:4](=[O:32])[C:5]1[CH:10]=[CH:9][CH:8]=[C:7](C2C=CN=CC=2C2C=C(Cl)C=CC=2OCC2C=CC=CC=2)[CH:6]=1)[CH3:2].[CH2:33]([O:40][C:41]1[CH:46]=[CH:45][C:44]([Cl:47])=[CH:43][C:42]=1[C:48]1[C:49](Br)=[N:50][CH:51]=[CH:52][CH:53]=1)[C:34]1[CH:39]=[CH:38][CH:37]=[CH:36][CH:35]=1.C1(B(O)O)C=CC=CC=1. (8) Given the product [Si:1]([O:8][C@H:9]1[CH2:10][N:11]([C:12]([O:13][C:14]([CH3:17])([CH3:16])[CH3:15])=[O:18])[CH:20]([C:22]2[CH:27]=[CH:26][CH:25]=[C:24]([F:28])[CH:23]=2)[CH2:19]1)([C:4]([CH3:7])([CH3:6])[CH3:5])([CH3:3])[CH3:2], predict the reactants needed to synthesize it. The reactants are: [Si:1]([O:8][C@H:9]([CH2:19][CH:20]([C:22]1[CH:27]=[CH:26][CH:25]=[C:24]([F:28])[CH:23]=1)O)[CH2:10][NH:11][C:12](=[O:18])[O:13][C:14]([CH3:17])([CH3:16])[CH3:15])([C:4]([CH3:7])([CH3:6])[CH3:5])([CH3:3])[CH3:2].CS(Cl)(=O)=O.O.